From a dataset of Full USPTO retrosynthesis dataset with 1.9M reactions from patents (1976-2016). Predict the reactants needed to synthesize the given product. (1) Given the product [C:3]1([C:9]([OH:1])([CH3:11])[CH3:10])[CH:8]=[CH:7][CH:6]=[CH:5][CH:4]=1, predict the reactants needed to synthesize it. The reactants are: [O-:1]O.[C:3]1([CH:9]([CH3:11])[CH3:10])[CH:8]=[CH:7][CH:6]=[CH:5][CH:4]=1.[H][H]. (2) Given the product [F:13][C:9]1[C:8]([F:14])=[C:7]2[C:12]([C:3]([CH2:2][N:23]3[C:24]4[CH:30]=[CH:29][CH:28]=[CH:27][C:25]=4[N:26]=[C:22]3[N:18]3[CH:19]=[CH:20][N:21]=[C:17]3[CH3:16])=[CH:4][C:5](=[O:15])[NH:6]2)=[CH:11][CH:10]=1, predict the reactants needed to synthesize it. The reactants are: Br[CH2:2][C:3]1[C:12]2[C:7](=[C:8]([F:14])[C:9]([F:13])=[CH:10][CH:11]=2)[NH:6][C:5](=[O:15])[CH:4]=1.[CH3:16][C:17]1[N:18]([C:22]2[NH:26][C:25]3[CH:27]=[CH:28][CH:29]=[CH:30][C:24]=3[N:23]=2)[CH:19]=[CH:20][N:21]=1. (3) Given the product [NH3:1].[S:12]1[CH2:11][CH2:19][N:18]=[C:16]1[NH:1][C:2]1[CH:10]=[CH:9][C:5]2[N:6]=[CH:7][S:8][C:4]=2[CH:3]=1, predict the reactants needed to synthesize it. The reactants are: [NH2:1][C:2]1[CH:10]=[CH:9][C:5]2[N:6]=[CH:7][S:8][C:4]=2[CH:3]=1.[C:11](Cl)(Cl)=[S:12].Cl.[CH2:16]([N:18](CC)[CH2:19]C)C. (4) Given the product [C:1]([Si:5]([CH3:18])([CH3:17])[O:6][C:7]1[CH:8]=[CH:9][C:10]([CH2:13][C:14]#[CH:15])=[CH:11][CH:12]=1)([CH3:4])([CH3:3])[CH3:2], predict the reactants needed to synthesize it. The reactants are: [C:1]([Si:5]([CH3:18])([CH3:17])[O:6][C:7]1[CH:12]=[CH:11][C:10]([CH:13](O)[C:14]#[CH:15])=[CH:9][CH:8]=1)([CH3:4])([CH3:3])[CH3:2].[SiH](CC)(CC)CC.[NH4+].[Cl-]. (5) The reactants are: [CH3:1][N:2]([CH3:22])[C:3]1[C:4]2[C:11](I)=[CH:10][N:9]([C@@H:13]3[O:19][C@H:18]([CH2:20][OH:21])[C@@H:16]([OH:17])[C@H:14]3[OH:15])[C:5]=2[N:6]=[CH:7][N:8]=1.[O:23]1[CH:27]=[CH:26][CH:25]=[C:24]1B(O)O.C([O-])([O-])=O.[Na+].[Na+].C1C=C(S([O-])(=O)=O)C=C(P(C2C=CC=C(S([O-])(=O)=O)C=2)C2C=CC=C(S([O-])(=O)=O)C=2)C=1.[Na+].[Na+].[Na+].Cl. Given the product [CH3:1][N:2]([CH3:22])[C:3]1[C:4]2[C:11]([C:24]3[O:23][CH:27]=[CH:26][CH:25]=3)=[CH:10][N:9]([C@@H:13]3[O:19][C@H:18]([CH2:20][OH:21])[C@@H:16]([OH:17])[C@H:14]3[OH:15])[C:5]=2[N:6]=[CH:7][N:8]=1, predict the reactants needed to synthesize it. (6) Given the product [CH2:1]([O:5][C:6]1[CH:7]=[C:8]([CH:9]=[CH:10][C:11]=1[I:12])[CH:13]=[O:14])[CH2:2][CH2:3][CH3:4], predict the reactants needed to synthesize it. The reactants are: [CH2:1]([O:5][C:6]1[CH:7]=[C:8]([CH2:13][OH:14])[CH:9]=[CH:10][C:11]=1[I:12])[CH2:2][CH2:3][CH3:4].